This data is from Full USPTO retrosynthesis dataset with 1.9M reactions from patents (1976-2016). The task is: Predict the reactants needed to synthesize the given product. (1) The reactants are: [NH:1]1[CH2:6][CH2:5][CH:4]([NH:7][C:8]([C:10]2[NH:11][C:12]3[C:17]([CH:18]=2)=[C:16]([O:19][CH2:20][C:21]2[N:22]=[C:23]([CH3:26])[S:24][CH:25]=2)[CH:15]=[CH:14][CH:13]=3)=[O:9])[CH2:3][CH2:2]1.[C@H:27]1([CH2:37]O)[C@@H:36]2[N:31]([CH2:32][CH2:33][CH2:34][CH2:35]2)[CH2:30][CH2:29][CH2:28]1. Given the product [CH:27]1([CH2:37][N:1]2[CH2:6][CH2:5][CH:4]([NH:7][C:8]([C:10]3[NH:11][C:12]4[C:17]([CH:18]=3)=[C:16]([O:19][CH2:20][C:21]3[N:22]=[C:23]([CH3:26])[S:24][CH:25]=3)[CH:15]=[CH:14][CH:13]=4)=[O:9])[CH2:3][CH2:2]2)[CH:36]2[N:31]([CH2:32][CH2:33][CH2:34][CH2:35]2)[CH2:30][CH2:29][CH2:28]1, predict the reactants needed to synthesize it. (2) Given the product [CH2:47]([N:43]([CH2:44][CH2:45][CH3:46])[CH2:42][CH2:41][CH2:40][CH2:39][NH:38][C:33]([C:28]1[CH:27]=[CH:26][C:25]2[C:30](=[CH:31][CH:32]=[C:23]([I:22])[CH:24]=2)[N:29]=1)=[O:35])[CH2:48][CH3:49], predict the reactants needed to synthesize it. The reactants are: C(N(CC)CCNC(C1C=CC2C(=CC=C(I)C=2)C=1)=O)C.[I:22][C:23]1[CH:24]=[C:25]2[C:30](=[CH:31][CH:32]=1)[N:29]=[C:28]([C:33]([O:35]CC)=O)[CH:27]=[CH:26]2.[NH2:38][CH2:39][CH2:40][CH2:41][CH2:42][N:43]([CH2:47][CH2:48][CH3:49])[CH2:44][CH2:45][CH3:46].[K+].[Br-].IC1C=C2C(=CC=1)NC=C(C(OCC)=O)C2=O.C(N(CC)CCNC(C1N=C2C=CC(I)=CN2C=1)=O)C.C(N(CC)CCNC(C1C(=O)C2C(=CC=C(I)C=2)NC=1)=O)C.NC1C=CC2N=C(C(OCC)=O)NC=2C=1. (3) Given the product [CH:8]1([NH:11][C:12](=[O:36])[C:13]2[CH:18]=[CH:17][C:16]([CH3:19])=[C:15]([C:20]3[C:33](=[O:34])[N:32]([CH3:35])[C:23]4[N:24]=[C:25]([NH:1][CH:2]5[CH2:7][CH2:6][O:5][CH2:4][CH2:3]5)[N:26]=[CH:27][C:22]=4[CH:21]=3)[CH:14]=2)[CH2:10][CH2:9]1, predict the reactants needed to synthesize it. The reactants are: [NH2:1][CH:2]1[CH2:7][CH2:6][O:5][CH2:4][CH2:3]1.[CH:8]1([NH:11][C:12](=[O:36])[C:13]2[CH:18]=[CH:17][C:16]([CH3:19])=[C:15]([C:20]3[C:33](=[O:34])[N:32]([CH3:35])[C:23]4[N:24]=[C:25](S(C)(=O)=O)[N:26]=[CH:27][C:22]=4[CH:21]=3)[CH:14]=2)[CH2:10][CH2:9]1.CO. (4) Given the product [CH3:1][S:2]([C:3]1[N:8]=[C:7]([NH:9][CH3:10])[C:6]([Cl:11])=[CH:5][N:4]=1)(=[O:13])=[O:27], predict the reactants needed to synthesize it. The reactants are: [CH3:1][S:2][C:3]1[N:8]=[C:7]([NH:9][CH3:10])[C:6]([Cl:11])=[CH:5][N:4]=1.I([O-])(=O)(=O)=[O:13].[Na+].C(Cl)Cl.CO.C(O)(=O)C.[OH2:27]. (5) Given the product [CH:1]1([CH2:7][C:8]2[N+:9]([O-:46])=[C:10]([C:27](=[O:28])[NH:29][C@H:30]3[CH2:31][C@H:32]([C:34]([O:36][CH3:37])=[O:35])[CH2:33]3)[S:11][C:12]=2[C:13]2[CH:18]=[C:17]([C:19]([CH3:20])([CH3:21])[CH3:22])[N:16]=[C:15]([C:23]([CH3:26])([CH3:24])[CH3:25])[CH:14]=2)[CH2:6][CH2:5][CH2:4][CH2:3][CH2:2]1, predict the reactants needed to synthesize it. The reactants are: [CH:1]1([CH2:7][C:8]2[N:9]=[C:10]([C:27]([NH:29][C@H:30]3[CH2:33][C@H:32]([C:34]([O:36][CH3:37])=[O:35])[CH2:31]3)=[O:28])[S:11][C:12]=2[C:13]2[CH:18]=[C:17]([C:19]([CH3:22])([CH3:21])[CH3:20])[N:16]=[C:15]([C:23]([CH3:26])([CH3:25])[CH3:24])[CH:14]=2)[CH2:6][CH2:5][CH2:4][CH2:3][CH2:2]1.C1C=C(Cl)C=C(C(OO)=[O:46])C=1. (6) Given the product [O:13]1[CH2:14][C@H:10]([OH:9])[C@H:11]2[O:17][CH2:16][C@H:15]([OH:18])[C@@H:12]12, predict the reactants needed to synthesize it. The reactants are: C([O:9][C@H:10]1[CH2:14][O:13][C@@H:12]2[C@@H:15]([O:18]C(=O)C3C=CC=CC=3)[CH2:16][O:17][C@H:11]12)(=O)C1C=CC=CC=1.[OH-].[Na+].CO. (7) Given the product [CH3:39][N:7]([CH3:6])[CH:8]1[CH2:9][N:10]([C:12]2[CH:17]=[C:16]([O:18][CH3:19])[C:15]([NH:20][C:21]3[N:26]=[C:25]([C:27]4[C:35]5[C:30](=[CH:31][CH:32]=[CH:33][CH:34]=5)[N:29]([CH3:36])[CH:28]=4)[C:24]([CH3:37])=[CH:23][N:22]=3)=[CH:14][C:13]=2[NH:38][C:1](=[O:4])[CH:2]=[CH2:3])[CH2:11]1, predict the reactants needed to synthesize it. The reactants are: [C:1](Cl)(=[O:4])[CH:2]=[CH2:3].[CH3:6][N:7]([CH3:39])[CH:8]1[CH2:11][N:10]([C:12]2[CH:17]=[C:16]([O:18][CH3:19])[C:15]([NH:20][C:21]3[N:26]=[C:25]([C:27]4[C:35]5[C:30](=[CH:31][CH:32]=[CH:33][CH:34]=5)[N:29]([CH3:36])[CH:28]=4)[C:24]([CH3:37])=[CH:23][N:22]=3)=[CH:14][C:13]=2[NH2:38])[CH2:9]1. (8) Given the product [C:28]([O:27][C:25](=[O:26])[NH:24][CH2:23][C:20]1[CH:21]=[CH:22][C:17]([N:6]2[C:7]3[C:12](=[CH:11][C:10]([O:15][CH3:16])=[CH:9][CH:8]=3)[C:13]([Cl:14])=[C:5]2[C:3]2[O:2][N:36]=[C:34]([CH3:35])[N:33]=2)=[CH:18][CH:19]=1)([CH3:31])([CH3:30])[CH3:29], predict the reactants needed to synthesize it. The reactants are: C[O:2][C:3]([C:5]1[N:6]([C:17]2[CH:22]=[CH:21][C:20]([CH2:23][NH:24][C:25]([O:27][C:28]([CH3:31])([CH3:30])[CH3:29])=[O:26])=[CH:19][CH:18]=2)[C:7]2[C:12]([C:13]=1[Cl:14])=[CH:11][C:10]([O:15][CH3:16])=[CH:9][CH:8]=2)=O.O[NH:33][C:34](=[NH:36])[CH3:35].C(=O)([O-])[O-].[K+].[K+].